This data is from Reaction yield outcomes from USPTO patents with 853,638 reactions. The task is: Predict the reaction yield, written as a fraction of the theoretical maximum amount of product (1.0 means a 100% yield; for example, 0.34 means a 34% yield). (1) The reactants are [CH:1]1([NH:4][C:5](=[O:16])[C:6]2[CH:11]=[CH:10][C:9]([CH3:12])=[C:8]([N+:13]([O-:15])=[O:14])[CH:7]=2)[CH2:3][CH2:2]1.C[Si]([N-][Si](C)(C)C)(C)C.[Li+].[C:27](Cl)(=[O:31])[O:28][CH2:29][Cl:30]. The catalyst is C1COCC1. The product is [CH:1]1([N:4]([C:5](=[O:16])[C:6]2[CH:11]=[CH:10][C:9]([CH3:12])=[C:8]([N+:13]([O-:15])=[O:14])[CH:7]=2)[C:27](=[O:31])[O:28][CH2:29][Cl:30])[CH2:3][CH2:2]1. The yield is 0.720. (2) The reactants are [CH3:1][C:2]1[CH:3]=[C:4]2[C:9](=[CH:10][CH:11]=1)[NH:8][C:7](=[O:12])[C:6]([C:13]#[N:14])=[C:5]2[N:15]1[CH2:20][CH2:19][N:18]([C:21]([C:23]2[S:24][CH:25]=[CH:26][CH:27]=2)=[O:22])[CH2:17][CH2:16]1.Cl[CH2:29][CH2:30][N:31]1[CH2:36][CH2:35][O:34][CH2:33][CH2:32]1.C(=O)([O-])[O-].[K+].[K+]. The catalyst is CN(C=O)C. The product is [CH3:1][C:2]1[CH:3]=[C:4]2[C:9](=[CH:10][CH:11]=1)[N:8]([CH2:29][CH2:30][N:31]1[CH2:36][CH2:35][O:34][CH2:33][CH2:32]1)[C:7](=[O:12])[C:6]([C:13]#[N:14])=[C:5]2[N:15]1[CH2:16][CH2:17][N:18]([C:21]([C:23]2[S:24][CH:25]=[CH:26][CH:27]=2)=[O:22])[CH2:19][CH2:20]1. The yield is 0.170. (3) The reactants are Br[C:2]1[CH:3]=[CH:4][C:5]([C:8]#[N:9])=[N:6][CH:7]=1.C1(P(C2C=CC=CC=2)C2C=CC=CC=2)C=CC=CC=1.C(N(CC)CC)C.[CH3:36][C:37]([CH3:41])([CH3:40])[C:38]#[CH:39]. The catalyst is CN(C=O)C.C1C=CC(/C=C/C(/C=C/C2C=CC=CC=2)=O)=CC=1.C1C=CC(/C=C/C(/C=C/C2C=CC=CC=2)=O)=CC=1.C1C=CC(/C=C/C(/C=C/C2C=CC=CC=2)=O)=CC=1.[Pd].[Pd].[Cu]I.O. The product is [CH3:36][C:37]([CH3:41])([CH3:40])[C:38]#[C:39][C:2]1[CH:3]=[CH:4][C:5]([C:8]#[N:9])=[N:6][CH:7]=1. The yield is 0.970.